From a dataset of Reaction yield outcomes from USPTO patents with 853,638 reactions. Predict the reaction yield, written as a fraction of the theoretical maximum amount of product (1.0 means a 100% yield; for example, 0.34 means a 34% yield). The reactants are [CH:1]1([C@H:7]2[NH:12][C:11](=[O:13])[CH2:10][NH:9][CH2:8]2)[CH2:6][CH2:5][CH2:4][CH2:3][CH2:2]1.[CH3:14][C:15]([O:18][C:19](O[C:19]([O:18][C:15]([CH3:17])([CH3:16])[CH3:14])=[O:20])=[O:20])([CH3:17])[CH3:16]. The catalyst is C(Cl)Cl. The product is [C:15]([O:18][C:19]([N:9]1[CH2:10][C:11](=[O:13])[NH:12][C@H:7]([CH:1]2[CH2:2][CH2:3][CH2:4][CH2:5][CH2:6]2)[CH2:8]1)=[O:20])([CH3:17])([CH3:16])[CH3:14]. The yield is 0.590.